From a dataset of Full USPTO retrosynthesis dataset with 1.9M reactions from patents (1976-2016). Predict the reactants needed to synthesize the given product. (1) Given the product [NH:1]1[C:9]2[C:4](=[CH:5][C:6]([NH:10][C:11]3[C:20]4[C:15](=[CH:16][CH:17]=[CH:18][CH:19]=4)[N:14]=[C:13]([C:21]4[CH:22]=[C:23]([CH:41]=[CH:42][CH:43]=4)[O:24][CH2:25][C:26]([NH:28][C@H:29]4[CH2:33][CH2:32][NH:31][CH2:30]4)=[O:27])[N:12]=3)=[CH:7][CH:8]=2)[CH:3]=[N:2]1, predict the reactants needed to synthesize it. The reactants are: [NH:1]1[C:9]2[C:4](=[CH:5][C:6]([NH:10][C:11]3[C:20]4[C:15](=[CH:16][CH:17]=[CH:18][CH:19]=4)[N:14]=[C:13]([C:21]4[CH:22]=[C:23]([CH:41]=[CH:42][CH:43]=4)[O:24][CH2:25][C:26]([NH:28][C@H:29]4[CH2:33][CH2:32][N:31](C(OC(C)(C)C)=O)[CH2:30]4)=[O:27])[N:12]=3)=[CH:7][CH:8]=2)[CH:3]=[N:2]1.C(O)(C(F)(F)F)=O. (2) Given the product [Cl:1][C:2]1[C:11]([OH:17])=[CH:10][C:9]2[C:4](=[CH:5][CH:6]=[CH:7][CH:8]=2)[N:3]=1, predict the reactants needed to synthesize it. The reactants are: [Cl:1][C:2]1[C:11](B(O)O)=[CH:10][C:9]2[C:4](=[CH:5][CH:6]=[CH:7][CH:8]=2)[N:3]=1.[NH4+].[Cl-].[OH2:17].OO. (3) The reactants are: [Si]([O:8][C@@H:9]1[C@@H:14]([CH3:15])[CH2:13][N:12]([C:16]2[CH:21]=[CH:20][N:19]=[CH:18][C:17]=2[NH:22][C:23]([C:25]2[N:30]=[C:29]3[C:31]([CH:34]4[CH2:36][CH2:35]4)=[CH:32][O:33][C:28]3=[CH:27][CH:26]=2)=[O:24])[CH2:11][C@H:10]1[NH:37]C(=O)OC(C)(C)C)(C(C)(C)C)(C)C.C(O)(C(F)(F)F)=O.Cl.O1CCOCC1.N. Given the product [NH2:37][C@H:10]1[C@H:9]([OH:8])[C@@H:14]([CH3:15])[CH2:13][N:12]([C:16]2[CH:21]=[CH:20][N:19]=[CH:18][C:17]=2[NH:22][C:23]([C:25]2[N:30]=[C:29]3[C:31]([CH:34]4[CH2:36][CH2:35]4)=[CH:32][O:33][C:28]3=[CH:27][CH:26]=2)=[O:24])[CH2:11]1, predict the reactants needed to synthesize it. (4) Given the product [CH3:43][O:42][C:31]1[CH:32]=[C:33]([CH2:36][C:37]([O:39][CH2:40][CH3:41])=[O:38])[CH:34]=[CH:35][C:30]=1[O:29][CH2:2][CH2:3][CH:4]([C:9]1[S:10][C:11]2[CH:18]=[C:17]([C:19]([F:22])([F:21])[F:20])[CH:16]=[CH:15][C:12]=2[C:13]=1[CH3:14])[CH2:5][CH2:6][CH2:7][CH3:8], predict the reactants needed to synthesize it. The reactants are: Br[CH2:2][CH2:3][CH:4]([C:9]1[S:10][C:11]2[CH:18]=[C:17]([C:19]([F:22])([F:21])[F:20])[CH:16]=[CH:15][C:12]=2[C:13]=1[CH3:14])[CH2:5][CH2:6][CH2:7][CH3:8].C(=O)([O-])[O-].[Cs+].[Cs+].[OH:29][C:30]1[CH:35]=[CH:34][C:33]([CH2:36][C:37]([O:39][CH2:40][CH3:41])=[O:38])=[CH:32][C:31]=1[O:42][CH3:43]. (5) Given the product [Br:28][C:13]1[C:12](=[O:29])[N:11]([C:6]2[CH:5]=[C:4]([CH:9]=[CH:8][C:7]=2[CH3:10])[C:3]([OH:30])=[O:2])[C:16]([CH3:17])=[CH:15][C:14]=1[CH2:18][O:19][C:20]1[CH:25]=[CH:24][C:23]([F:26])=[CH:22][C:21]=1[F:27], predict the reactants needed to synthesize it. The reactants are: C[O:2][C:3](=[O:30])[C:4]1[CH:9]=[CH:8][C:7]([CH3:10])=[C:6]([N:11]2[C:16]([CH3:17])=[CH:15][C:14]([CH2:18][O:19][C:20]3[CH:25]=[CH:24][C:23]([F:26])=[CH:22][C:21]=3[F:27])=[C:13]([Br:28])[C:12]2=[O:29])[CH:5]=1.[OH-].[K+]. (6) Given the product [O:1]=[C:2]1[C:9]2[CH:8]=[C:7]([C:10]([O:12][CH3:13])=[O:11])[N:6]([C:14]([O:16][C:17]([CH3:20])([CH3:19])[CH3:18])=[O:15])[C:5]=2[CH2:4][CH2:3]1, predict the reactants needed to synthesize it. The reactants are: [O:1]=[C:2]1[C:9]2[CH:8]=[C:7]([C:10]([O:12][CH3:13])=[O:11])[NH:6][C:5]=2[CH2:4][CH2:3]1.[C:14](O[C:14]([O:16][C:17]([CH3:20])([CH3:19])[CH3:18])=[O:15])([O:16][C:17]([CH3:20])([CH3:19])[CH3:18])=[O:15]. (7) Given the product [NH2:1][C:4]1[CH:5]=[CH:6][C:7]([S:10]([N:13]2[C:22]3[C:17](=[CH:18][CH:19]=[CH:20][CH:21]=3)[CH2:16][CH:15]([NH:23][C:24](=[O:30])[O:25][C:26]([CH3:28])([CH3:27])[CH3:29])[CH2:14]2)(=[O:12])=[O:11])=[CH:8][CH:9]=1, predict the reactants needed to synthesize it. The reactants are: [N+:1]([C:4]1[CH:9]=[CH:8][C:7]([S:10]([N:13]2[C:22]3[C:17](=[CH:18][CH:19]=[CH:20][CH:21]=3)[CH2:16][CH:15]([NH:23][C:24](=[O:30])[O:25][C:26]([CH3:29])([CH3:28])[CH3:27])[CH2:14]2)(=[O:12])=[O:11])=[CH:6][CH:5]=1)([O-])=O.[H][H]. (8) The reactants are: [OH:1][CH2:2][CH2:3][NH:4][CH2:5][CH:6]([C:8]1[CH:13]=[CH:12][C:11]([N+:14]([O-:16])=[O:15])=[C:10]([CH3:17])[CH:9]=1)[OH:7].[CH3:18][C:19]([O:22][C:23](O[C:23]([O:22][C:19]([CH3:21])([CH3:20])[CH3:18])=[O:24])=[O:24])([CH3:21])[CH3:20]. Given the product [OH:7][CH:6]([C:8]1[CH:13]=[CH:12][C:11]([N+:14]([O-:16])=[O:15])=[C:10]([CH3:17])[CH:9]=1)[CH2:5][N:4]([CH2:3][CH2:2][OH:1])[C:23](=[O:24])[O:22][C:19]([CH3:21])([CH3:20])[CH3:18], predict the reactants needed to synthesize it. (9) Given the product [Cl:11][C:12]1[CH:17]=[CH:16][C:15]([C:18](=[O:29])[CH2:19][C:2]2[CH:10]=[N:9][CH:8]=[CH:7][C:3]=2[C:4]([OH:6])=[O:5])=[CH:14][CH:13]=1, predict the reactants needed to synthesize it. The reactants are: Cl[C:2]1[CH:10]=[N:9][CH:8]=[CH:7][C:3]=1[C:4]([OH:6])=[O:5].[Cl:11][C:12]1[CH:17]=[CH:16][C:15]([C:18](=[O:29])[CH2:19]C(C2C=CC(Cl)=CC=2)=O)=[CH:14][CH:13]=1.